This data is from Reaction yield outcomes from USPTO patents with 853,638 reactions. The task is: Predict the reaction yield, written as a fraction of the theoretical maximum amount of product (1.0 means a 100% yield; for example, 0.34 means a 34% yield). (1) The product is [F:8][C:9]1[CH:16]=[CH:15][C:12]([CH2:13][N:6]2[CH2:5][CH2:4][NH:3][CH:2]([CH3:1])[CH2:7]2)=[CH:11][CH:10]=1. The reactants are [CH3:1][CH:2]1[CH2:7][NH:6][CH2:5][CH2:4][NH:3]1.[F:8][C:9]1[CH:16]=[CH:15][C:12]([CH2:13]Br)=[CH:11][CH:10]=1. The catalyst is C(Cl)Cl. The yield is 0.120. (2) The reactants are Cl[C:2]1[N:7]=[CH:6][N:5]=[C:4]([NH2:8])[C:3]=1[C:9]1[O:10][C:11]([CH3:14])=[N:12][N:13]=1.[NH2:15][C@H:16]([C:19]1[N:28]([C:29]2[CH:34]=[CH:33][CH:32]=[CH:31][C:30]=2[F:35])[C:27](=[O:36])[C:26]2[C:21](=[CH:22][CH:23]=[CH:24][CH:25]=2)[N:20]=1)[CH2:17][CH3:18].CCN(C(C)C)C(C)C.CCOC(C)=O. The catalyst is CCCCO. The product is [NH2:8][C:4]1[N:5]=[CH:6][N:7]=[C:2]([NH:15][C@H:16]([C:19]2[N:28]([C:29]3[CH:34]=[CH:33][CH:32]=[CH:31][C:30]=3[F:35])[C:27](=[O:36])[C:26]3[C:21](=[CH:22][CH:23]=[CH:24][CH:25]=3)[N:20]=2)[CH2:17][CH3:18])[C:3]=1[C:9]1[O:10][C:11]([CH3:14])=[N:12][N:13]=1. The yield is 0.627. (3) The reactants are Br[C:2]1[CH:7]=[CH:6][CH:5]=[C:4]([Br:8])[CH:3]=1.[CH3:9][O:10][C:11]1[CH:16]=[CH:15][C:14](B(O)O)=[CH:13][CH:12]=1. The catalyst is CCCCCC.C(OCC)(=O)C. The product is [Br:8][C:4]1[CH:3]=[C:2]([C:14]2[CH:15]=[CH:16][C:11]([O:10][CH3:9])=[CH:12][CH:13]=2)[CH:7]=[CH:6][CH:5]=1. The yield is 0.500. (4) The yield is 0.960. The catalyst is O1CCOCC1. The reactants are [N:1]1([C:7]2[N:12]=[CH:11][C:10]([S:13](Cl)(=[O:15])=[O:14])=[CH:9][CH:8]=2)[CH2:6][CH2:5][O:4][CH2:3][CH2:2]1.[NH3:17]. The product is [N:1]1([C:7]2[N:12]=[CH:11][C:10]([S:13]([NH2:17])(=[O:15])=[O:14])=[CH:9][CH:8]=2)[CH2:6][CH2:5][O:4][CH2:3][CH2:2]1. (5) The reactants are [F:1][C:2]1[CH:38]=[CH:37][C:5]([CH2:6][NH:7][C:8](=[O:36])[C:9]2[CH:14]=[CH:13][C:12]([S:15]([N:18]3[C:26]4[C:21](=[CH:22][CH:23]=[CH:24][CH:25]=4)[C:20](B4OC(C)(C)C(C)(C)O4)=[CH:19]3)(=[O:17])=[O:16])=[CH:11][CH:10]=2)=[CH:4][CH:3]=1.Br[C:40]1[CH:41]=[CH:42][C:43]([F:46])=[N:44][CH:45]=1.[F-].[Cs+]. The catalyst is CN(C=O)C.O.C1C=CC([P]([Pd]([P](C2C=CC=CC=2)(C2C=CC=CC=2)C2C=CC=CC=2)([P](C2C=CC=CC=2)(C2C=CC=CC=2)C2C=CC=CC=2)[P](C2C=CC=CC=2)(C2C=CC=CC=2)C2C=CC=CC=2)(C2C=CC=CC=2)C2C=CC=CC=2)=CC=1. The product is [F:1][C:2]1[CH:38]=[CH:37][C:5]([CH2:6][NH:7][C:8](=[O:36])[C:9]2[CH:14]=[CH:13][C:12]([S:15]([N:18]3[C:26]4[C:21](=[CH:22][CH:23]=[CH:24][CH:25]=4)[C:20]([C:40]4[CH:45]=[N:44][C:43]([F:46])=[CH:42][CH:41]=4)=[CH:19]3)(=[O:17])=[O:16])=[CH:11][CH:10]=2)=[CH:4][CH:3]=1. The yield is 0.700. (6) The reactants are [OH:1][C:2]1[CH:9]=[CH:8][C:5]([CH:6]=O)=[CH:4][CH:3]=1.[CH3:10][C@H:11]1[O:16][C@@H:15]([CH3:17])[CH2:14][NH:13][CH2:12]1.C(O)=O.Cl. The catalyst is O. The product is [CH3:17][C@H:15]1[CH2:14][N:13]([CH2:6][C:5]2[CH:8]=[CH:9][C:2]([OH:1])=[CH:3][CH:4]=2)[CH2:12][C@@H:11]([CH3:10])[O:16]1. The yield is 0.950. (7) The catalyst is C1(C)C=CC=CC=1. The product is [Br:1][C:2]1[CH:10]=[CH:9][C:5]([C:6]([N:16]2[CH2:17][CH2:18][N:13]([CH3:12])[CH2:14][CH2:15]2)=[O:7])=[CH:4][C:3]=1[CH3:11]. The yield is 0.340. The reactants are [Br:1][C:2]1[CH:10]=[CH:9][C:5]([C:6](Cl)=[O:7])=[CH:4][C:3]=1[CH3:11].[CH3:12][N:13]1[CH2:18][CH2:17][NH:16][CH2:15][CH2:14]1.